From a dataset of Catalyst prediction with 721,799 reactions and 888 catalyst types from USPTO. Predict which catalyst facilitates the given reaction. (1) Reactant: [Cl:1][C:2]1[CH:7]=[CH:6][C:5]([C:8]2[O:12][N:11]=[C:10]([C:13]3[CH:22]=[CH:21][C:16]([C:17]([O:19]C)=[O:18])=[CH:15][CH:14]=3)[CH:9]=2)=[CH:4][CH:3]=1.[OH-].[Na+].O1CCCC1.Cl. Product: [Cl:1][C:2]1[CH:3]=[CH:4][C:5]([C:8]2[O:12][N:11]=[C:10]([C:13]3[CH:22]=[CH:21][C:16]([C:17]([OH:19])=[O:18])=[CH:15][CH:14]=3)[CH:9]=2)=[CH:6][CH:7]=1. The catalyst class is: 72. (2) Reactant: C([O:8][C:9](=[O:27])[CH:10]([O:18][NH:19][C:20]([O:22][C:23]([CH3:26])([CH3:25])[CH3:24])=[O:21])[CH2:11][C:12]1[CH:17]=[CH:16][CH:15]=[CH:14][CH:13]=1)C1C=CC=CC=1.[OH-].[Na+]. Product: [C:20]([NH:19][O:18][CH:10]([CH2:11][C:12]1[CH:17]=[CH:16][CH:15]=[CH:14][CH:13]=1)[C:9]([OH:27])=[O:8])([O:22][C:23]([CH3:25])([CH3:26])[CH3:24])=[O:21]. The catalyst class is: 5. (3) Reactant: [CH3:1][C:2]1[O:3][C:4]2[C:9]([C:10](=[O:12])[CH:11]=1)=[CH:8][CH:7]=[CH:6][C:5]=2[CH:13]=O.[CH3:15][C:16]1[N:17]=[C:18]([CH2:21][C:22]([CH3:24])=O)[S:19][CH:20]=1.[NH2:25]/[C:26](/[CH3:30])=[CH:27]\[C:28]#[N:29]. Product: [CH3:30][C:26]1[NH:25][C:22]([CH3:24])=[C:21]([C:18]2[S:19][CH:20]=[C:16]([CH3:15])[N:17]=2)[CH:13]([C:5]2[CH:6]=[CH:7][CH:8]=[C:9]3[C:4]=2[O:3][C:2]([CH3:1])=[CH:11][C:10]3=[O:12])[C:27]=1[C:28]#[N:29]. The catalyst class is: 32. (4) Reactant: [C:1]([C:4]1[CH:9]=[CH:8][C:7]([NH:10][C:11]([C:13]2[N:14](COCC[Si](C)(C)C)[CH:15]=[C:16]([C:18]#[N:19])[N:17]=2)=[O:12])=[C:6]([C:28]2[CH2:33][CH2:32][CH2:31][CH2:30][CH:29]=2)[CH:5]=1)(=[O:3])[NH2:2].C(O)(C(F)(F)F)=O.C(O)CC. Product: [C:1]([C:4]1[CH:9]=[CH:8][C:7]([NH:10][C:11]([C:13]2[NH:14][CH:15]=[C:16]([C:18]#[N:19])[N:17]=2)=[O:12])=[C:6]([C:28]2[CH2:33][CH2:32][CH2:31][CH2:30][CH:29]=2)[CH:5]=1)(=[O:3])[NH2:2]. The catalyst class is: 2. (5) Reactant: [Br:1][C:2]1[N:3]=[C:4](S(C)(=O)=O)[C:5]2[N:6]([C:8]([I:11])=[CH:9][N:10]=2)[CH:7]=1.[CH2:16]([NH2:20])[CH:17]([CH3:19])[CH3:18].O. Product: [Br:1][C:2]1[N:3]=[C:4]([NH:20][CH2:16][CH:17]([CH3:19])[CH3:18])[C:5]2[N:6]([C:8]([I:11])=[CH:9][N:10]=2)[CH:7]=1. The catalyst class is: 60. (6) Reactant: [NH2:1][CH:2]([CH:6]1[CH2:11][CH2:10][CH2:9][CH2:8][CH:7]1[CH3:12])[C:3]([OH:5])=[O:4].C([O-])(O)=O.[Na+].[CH3:18][C:19]([O:22][C:23](O[C:23]([O:22][C:19]([CH3:21])([CH3:20])[CH3:18])=[O:24])=[O:24])([CH3:21])[CH3:20]. Product: [C:19]([O:22][C:23]([NH:1][CH:2]([CH:6]1[CH2:11][CH2:10][CH2:9][CH2:8][CH:7]1[CH3:12])[C:3]([OH:5])=[O:4])=[O:24])([CH3:21])([CH3:20])[CH3:18]. The catalyst class is: 38. (7) Reactant: [CH3:1][C:2]1[CH:3]=[C:4]([C:8](=[O:11])[CH2:9][CH3:10])[CH:5]=[CH:6][CH:7]=1.[Br:12]Br. Product: [Br:12][CH:9]([CH3:10])[C:8]([C:4]1[CH:5]=[CH:6][CH:7]=[C:2]([CH3:1])[CH:3]=1)=[O:11]. The catalyst class is: 2.